Dataset: Forward reaction prediction with 1.9M reactions from USPTO patents (1976-2016). Task: Predict the product of the given reaction. (1) Given the reactants Cl[C:2]1[N:3]=[N:4][C:5]([O:8][CH2:9][CH2:10][C@H:11]([CH:13]2[CH2:18][CH2:17][N:16]([C:19]3[O:23][N:22]=[C:21]([CH:24]([CH3:26])[CH3:25])[N:20]=3)[CH2:15][CH2:14]2)[CH3:12])=[CH:6][CH:7]=1.[C:27]([O:31][C:32](=[O:46])[NH:33][C@@H:34]1[C@@H:38]([N:39]2[CH2:44][CH2:43][CH2:42][CH2:41][C:40]2=[O:45])[CH2:37][NH:36][CH2:35]1)([CH3:30])([CH3:29])[CH3:28], predict the reaction product. The product is: [C:27]([O:31][C:32](=[O:46])[NH:33][C@@H:34]1[C@@H:38]([N:39]2[CH2:44][CH2:43][CH2:42][CH2:41][C:40]2=[O:45])[CH2:37][N:36]([C:2]2[N:3]=[N:4][C:5]([O:8][CH2:9][CH2:10][C@H:11]([CH:13]3[CH2:18][CH2:17][N:16]([C:19]4[O:23][N:22]=[C:21]([CH:24]([CH3:26])[CH3:25])[N:20]=4)[CH2:15][CH2:14]3)[CH3:12])=[CH:6][CH:7]=2)[CH2:35]1)([CH3:30])([CH3:28])[CH3:29]. (2) Given the reactants [CH3:1][O:2][C:3]1[CH:4]=[C:5]([CH2:11][C:12]([O:14]C)=O)[CH:6]=[C:7]([O:9][CH3:10])[CH:8]=1.[NH2:16][C:17]1[C:22]([CH:23]=O)=[CH:21][N:20]=[C:19]([S:25][CH3:26])[N:18]=1.C([O-])([O-])=O.[K+].[K+].O, predict the reaction product. The product is: [CH3:10][O:9][C:7]1[CH:6]=[C:5]([C:11]2[C:12](=[O:14])[NH:16][C:17]3[N:18]=[C:19]([S:25][CH3:26])[N:20]=[CH:21][C:22]=3[CH:23]=2)[CH:4]=[C:3]([O:2][CH3:1])[CH:8]=1.